This data is from Reaction yield outcomes from USPTO patents with 853,638 reactions. The task is: Predict the reaction yield, written as a fraction of the theoretical maximum amount of product (1.0 means a 100% yield; for example, 0.34 means a 34% yield). (1) The reactants are [Br:1][C:2]1[CH:3]=[C:4]2[C:9](=[C:10]([O:12][CH3:13])[CH:11]=1)[N:8]=[C:7](Cl)[N:6]=[C:5]2[N:15]1[CH2:20][CH2:19][O:18][CH2:17][CH2:16]1.C(=O)([O-])[O-].[K+].[K+].[F:27][CH:28]([F:38])[C:29]1[NH:33][C:32]2[CH:34]=[CH:35][CH:36]=[CH:37][C:31]=2[N:30]=1. The catalyst is CN(C)C=O. The product is [Br:1][C:2]1[CH:3]=[C:4]2[C:9](=[C:10]([O:12][CH3:13])[CH:11]=1)[N:8]=[C:7]([N:30]1[C:31]3[CH:37]=[CH:36][CH:35]=[CH:34][C:32]=3[N:33]=[C:29]1[CH:28]([F:27])[F:38])[N:6]=[C:5]2[N:15]1[CH2:20][CH2:19][O:18][CH2:17][CH2:16]1. The yield is 0.560. (2) The reactants are Cl([O-])=O.[Na+].[F:5][C:6]1[CH:7]=[CH:8][C:9]2[N:10]([CH:12]=[C:13]([C:15]([NH:17][C@H:18]3[CH2:23][CH2:22][C@@H:21]([N:24]4[C:29](=[O:30])[C:28]5[CH:31]=[C:32]([F:35])[CH:33]=[N:34][C:27]=5[N:26]([C:36]5[CH:37]=[C:38]([C:42]6[CH:47]=[CH:46][CH:45]=[CH:44][C:43]=6[CH:48]=[O:49])[CH:39]=[CH:40][CH:41]=5)[C:25]4=[O:50])[CH2:20][CH2:19]3)=[O:16])[N:14]=2)[CH:11]=1.[OH:51]P([O-])(O)=O.[Na+]. The catalyst is O.CS(C)=O.C(OCC)(=O)C. The product is [F:35][C:32]1[CH:33]=[N:34][C:27]2[N:26]([C:36]3[CH:37]=[C:38]([C:42]4[C:43]([C:48]([OH:51])=[O:49])=[CH:44][CH:45]=[CH:46][CH:47]=4)[CH:39]=[CH:40][CH:41]=3)[C:25](=[O:50])[N:24]([C@H:21]3[CH2:20][CH2:19][C@@H:18]([NH:17][C:15]([C:13]4[N:14]=[C:9]5[CH:8]=[CH:7][C:6]([F:5])=[CH:11][N:10]5[CH:12]=4)=[O:16])[CH2:23][CH2:22]3)[C:29](=[O:30])[C:28]=2[CH:31]=1. The yield is 0.400. (3) The reactants are [NH2:1][C:2]1[CH:3]=[C:4](/[CH:16]=[CH:17]/[C:18]([O:20][CH3:21])=[O:19])[CH:5]=[CH:6][C:7]=1[S:8][CH2:9][CH2:10][N:11]([CH2:14][CH3:15])[CH2:12][CH3:13].[C:22]1([CH2:28][CH2:29][CH:30]=O)[CH:27]=[CH:26][CH:25]=[CH:24][CH:23]=1.C(O[BH-](OC(=O)C)OC(=O)C)(=O)C.[Na+].O. The catalyst is C(#N)C.C(OCC)(=O)C. The product is [CH2:14]([N:11]([CH2:12][CH3:13])[CH2:10][CH2:9][S:8][C:7]1[CH:6]=[CH:5][C:4](/[CH:16]=[CH:17]/[C:18]([O:20][CH3:21])=[O:19])=[CH:3][C:2]=1[NH:1][CH2:30][CH2:29][CH2:28][C:22]1[CH:27]=[CH:26][CH:25]=[CH:24][CH:23]=1)[CH3:15]. The yield is 0.866. (4) The reactants are [C:1]([C:3]1[CH:4]=[C:5]2[C:9](=[CH:10][CH:11]=1)[NH:8][CH:7]=[CH:6]2)#[N:2].[C:12]1(=[O:17])[CH2:16][CH2:15][CH:14]=[CH:13]1. No catalyst specified. The product is [O:17]=[C:12]1[CH2:16][CH2:15][CH:14]([C:6]2[C:5]3[C:9](=[CH:10][CH:11]=[C:3]([C:1]#[N:2])[CH:4]=3)[NH:8][CH:7]=2)[CH2:13]1. The yield is 0.820. (5) The reactants are C(NC(C)C)(C)C.C([Li])CCC.[S:13]1[CH:17]=[CH:16][CH:15]=[C:14]1[C:18]([O:20][CH2:21][CH3:22])=[O:19].[CH2:23]([Sn:27](Cl)([CH2:32][CH2:33][CH2:34][CH3:35])[CH2:28][CH2:29][CH2:30][CH3:31])[CH2:24][CH2:25][CH3:26]. The catalyst is C1COCC1.CCOC(C)=O.CCCCCCC. The product is [CH2:32]([Sn:27]([CH2:23][CH2:24][CH2:25][CH3:26])([CH2:28][CH2:29][CH2:30][CH3:31])[C:17]1[S:13][C:14]([C:18]([O:20][CH2:21][CH3:22])=[O:19])=[CH:15][CH:16]=1)[CH2:33][CH2:34][CH3:35]. The yield is 0.930.